From a dataset of Reaction yield outcomes from USPTO patents with 853,638 reactions. Predict the reaction yield, written as a fraction of the theoretical maximum amount of product (1.0 means a 100% yield; for example, 0.34 means a 34% yield). (1) The reactants are C([O-])([O-])=O.[K+].[K+].[OH:7][C:8]1[CH:9]=[C:10]([CH:14]=[CH:15][CH:16]=1)[C:11]([NH2:13])=[O:12].[Br:17][CH2:18][CH2:19][CH2:20][CH2:21][CH2:22][CH2:23]Br. The catalyst is CC#N. The product is [Br:17][CH2:18][CH2:19][CH2:20][CH2:21][CH2:22][CH2:23][O:7][C:8]1[CH:9]=[C:10]([C:11]([NH2:13])=[O:12])[CH:14]=[CH:15][CH:16]=1. The yield is 0.670. (2) The reactants are [F:1][CH:2]([F:17])[O:3][C:4]1[CH:11]=[CH:10][C:7]([CH:8]=[O:9])=[CH:6][C:5]=1[CH:12]1[O:16][CH2:15][CH2:14][O:13]1.[BH4-].[Na+]. The catalyst is CO. The product is [F:17][CH:2]([F:1])[O:3][C:4]1[CH:11]=[CH:10][C:7]([CH2:8][OH:9])=[CH:6][C:5]=1[CH:12]1[O:13][CH2:14][CH2:15][O:16]1. The yield is 0.860. (3) The reactants are [C:1]([O:5][C:6]([N:8]1[C@H:17]([C:18]([OH:20])=O)[CH2:16][C:15]2[C:10](=[CH:11][C:12]([OH:21])=[CH:13][CH:14]=2)[CH2:9]1)=[O:7])([CH3:4])([CH3:3])[CH3:2].C(Cl)CCl.N1C2C(=NC=CC=2)N(O)N=1.[C@H:36]1([NH2:46])[C:45]2[C:40](=[CH:41][CH:42]=[CH:43][CH:44]=2)[CH2:39][CH2:38][CH2:37]1.CN1CCOCC1. The catalyst is CN(C=O)C.C(OCC)(=O)C.[Cl-].[Na+].O. The product is [OH:21][C:12]1[CH:11]=[C:10]2[C:15]([CH2:16][C@@H:17]([C:18](=[O:20])[NH:46][C@H:36]3[C:45]4[C:40](=[CH:41][CH:42]=[CH:43][CH:44]=4)[CH2:39][CH2:38][CH2:37]3)[N:8]([C:6]([O:5][C:1]([CH3:3])([CH3:2])[CH3:4])=[O:7])[CH2:9]2)=[CH:14][CH:13]=1. The yield is 0.700. (4) The reactants are Cl[C:2]1[N:3]=[C:4]2[C:9](=[CH:10][CH:11]=1)[N:8]=[CH:7][C:6]([C:12]([CH:14]1[CH2:16][CH2:15]1)=[O:13])=[C:5]2[NH:17][C:18]1[CH:19]=[CH:20][C:21]([N:24]2[CH2:29][CH2:28][CH2:27][C@@H:26]([NH:30][C:31](=[O:37])[O:32][C:33]([CH3:36])([CH3:35])[CH3:34])[CH2:25]2)=[N:22][CH:23]=1.[Cl:38][C:39]1[CH:44]=[C:43](B2OC(C)(C)C(C)(C)O2)[CH:42]=[C:41]([Cl:54])[C:40]=1[OH:55]. No catalyst specified. The product is [CH:14]1([C:12]([C:6]2[CH:7]=[N:8][C:9]3[C:4]([C:5]=2[NH:17][C:18]2[CH:19]=[CH:20][C:21]([N:24]4[CH2:29][CH2:28][CH2:27][C@@H:26]([NH:30][C:31](=[O:37])[O:32][C:33]([CH3:34])([CH3:35])[CH3:36])[CH2:25]4)=[N:22][CH:23]=2)=[N:3][C:2]([C:43]2[CH:44]=[C:39]([Cl:38])[C:40]([OH:55])=[C:41]([Cl:54])[CH:42]=2)=[CH:11][CH:10]=3)=[O:13])[CH2:16][CH2:15]1. The yield is 0.640. (5) The reactants are Cl[C:2]1[C:7]([C:8]([F:11])([F:10])[F:9])=[CH:6][C:5]([N+:12]([O-:14])=[O:13])=[CH:4][N:3]=1.[CH3:15][N:16]([CH3:20])[CH2:17][CH2:18][OH:19].[H-].[Na+]. The catalyst is C1COCC1. The product is [CH3:15][N:16]([CH3:20])[CH2:17][CH2:18][O:19][C:2]1[C:7]([C:8]([F:11])([F:10])[F:9])=[CH:6][C:5]([N+:12]([O-:14])=[O:13])=[CH:4][N:3]=1. The yield is 0.780. (6) The reactants are [CH2:1]([O:3][C:4]([C@@H:6]1[CH2:10][CH2:9][CH:8]([CH2:11][CH2:12][Se]C2C=CC=CC=2[N+]([O-])=O)[N:7]1[C:23]([O:25][C:26]([CH3:29])([CH3:28])[CH3:27])=[O:24])=[O:5])[CH3:2].N1C=CC=CC=1.OO. The yield is 0.950. The product is [CH2:1]([O:3][C:4]([C@@H:6]1[CH2:10][CH2:9][CH:8]([CH:11]=[CH2:12])[N:7]1[C:23]([O:25][C:26]([CH3:27])([CH3:29])[CH3:28])=[O:24])=[O:5])[CH3:2]. The catalyst is C(Cl)Cl. (7) The reactants are [F:1][C:2]([F:10])([F:9])[CH:3]([OH:8])[C:4]([F:7])([F:6])[F:5].Cl[C:12](Cl)([O:14]C(=O)OC(Cl)(Cl)Cl)Cl.C(N(CC)C(C)C)(C)C.[F:32][C:33]1[CH:38]=[CH:37][CH:36]=[C:35]([CH2:39][N:40]2[CH2:45][CH2:44][NH:43][CH2:42][CH2:41]2)[C:34]=1[N:46]1[CH2:51][CH2:50][O:49][CH2:48][CH2:47]1. The catalyst is O.ClCCl. The product is [F:32][C:33]1[C:34]([N:46]2[CH2:51][CH2:50][O:49][CH2:48][CH2:47]2)=[C:35]([CH2:39][N:40]2[CH2:45][CH2:44][N:43]([C:12]([O:8][CH:3]([C:4]([F:7])([F:6])[F:5])[C:2]([F:10])([F:9])[F:1])=[O:14])[CH2:42][CH2:41]2)[CH:36]=[CH:37][CH:38]=1. The yield is 0.360. (8) The reactants are [F:1][C:2]1[CH:7]=[CH:6][C:5]([C:8]2[C:19](=[O:20])[N:18]([CH3:21])[C:11]3[N:12]=[C:13](SC)[N:14]=[CH:15][C:10]=3[CH:9]=2)=[CH:4][C:3]=1[NH:22][C:23]([NH:25][C:26]1[C:27]([CH3:32])=[N:28][CH:29]=[N:30][CH:31]=1)=[O:24].[CH3:33][NH2:34].C1COCC1. No catalyst specified. The product is [F:1][C:2]1[CH:7]=[CH:6][C:5]([C:8]2[C:19](=[O:20])[N:18]([CH3:21])[C:11]3[N:12]=[C:13]([NH:34][CH3:33])[N:14]=[CH:15][C:10]=3[CH:9]=2)=[CH:4][C:3]=1[NH:22][C:23]([NH:25][C:26]1[C:27]([CH3:32])=[N:28][CH:29]=[N:30][CH:31]=1)=[O:24]. The yield is 0.380. (9) The reactants are [NH2:1][C:2]1[N:3]=[CH:4][C:5]2[CH2:11][N:10]([C:12]3[CH:20]=[CH:19][C:15]([C:16](O)=[O:17])=[CH:14][CH:13]=3)[CH2:9][CH2:8][C:6]=2[N:7]=1.[NH2:21][C:22]1[CH:27]=[CH:26][CH:25]=[CH:24][CH:23]=1.C(N(CC)C(C)C)(C)C.CN(C(ON1N=NC2C=CC=CC1=2)=[N+](C)C)C.F[P-](F)(F)(F)(F)F. The catalyst is CN(C=O)C.[OH-].[Na+]. The product is [NH2:1][C:2]1[N:3]=[CH:4][C:5]2[CH2:11][N:10]([C:12]3[CH:20]=[CH:19][C:15]([C:16]([NH:21][C:22]4[CH:27]=[CH:26][CH:25]=[CH:24][CH:23]=4)=[O:17])=[CH:14][CH:13]=3)[CH2:9][CH2:8][C:6]=2[N:7]=1. The yield is 0.530. (10) The reactants are C([O:8][C:9]1[C:14]([CH2:15][N:16]2[CH2:25][CH2:24][C:23]3[C:18](=[C:19]([Cl:33])[C:20]([O:26][CH:27]([CH3:32])[C:28]([F:31])([F:30])[F:29])=[CH:21][CH:22]=3)[C:17]2=[O:34])=[C:13]([CH3:35])[CH:12]=[C:11]([CH3:36])[N:10]=1)C1C=CC=CC=1.C(O)(C(F)(F)F)=O. The catalyst is C(Cl)Cl. The product is [Cl:33][C:19]1[C:20]([O:26][CH:27]([CH3:32])[C:28]([F:31])([F:29])[F:30])=[CH:21][CH:22]=[C:23]2[C:18]=1[C:17](=[O:34])[N:16]([CH2:15][C:14]1[C:9](=[O:8])[NH:10][C:11]([CH3:36])=[CH:12][C:13]=1[CH3:35])[CH2:25][CH2:24]2. The yield is 0.340.